From a dataset of Forward reaction prediction with 1.9M reactions from USPTO patents (1976-2016). Predict the product of the given reaction. (1) The product is: [C:1]([O:5][C:6](=[O:18])[CH2:7][N:8]1[C:16]2[C:11](=[CH:12][CH:13]=[C:14]([O:17][CH2:21][C:23]3[S:27][C:26]([C:28]4[CH:29]=[CH:30][C:31]([C:34]([F:37])([F:35])[F:36])=[CH:32][CH:33]=4)=[N:25][CH:24]=3)[CH:15]=2)[CH:10]=[CH:9]1)([CH3:4])([CH3:2])[CH3:3]. Given the reactants [C:1]([O:5][C:6](=[O:18])[CH2:7][N:8]1[C:16]2[C:11](=[CH:12][CH:13]=[C:14]([OH:17])[CH:15]=2)[CH:10]=[CH:9]1)([CH3:4])([CH3:3])[CH3:2].CC(C)[CH:21]([C:23]1[S:27][C:26]([C:28]2[CH:33]=[CH:32][C:31]([C:34]([F:37])([F:36])[F:35])=[CH:30][CH:29]=2)=[N:25][C:24]=1C)O.C(P(CCCC)CCCC)CCC.CN(C)C(N=NC(N(C)C)=O)=O, predict the reaction product. (2) Given the reactants [NH2:1][C:2]1[N:11]=[C:10]([OH:12])[C:9]2[C:4](=[N:5][CH:6]=[C:7]([CH2:13][NH:14][C:15]3[CH:33]=[CH:32][C:18]([C:19]([NH:21][C@H:22]([C:28]([O:30][CH3:31])=[O:29])[CH2:23][CH2:24][C:25](O)=[O:26])=[O:20])=[CH:17][CH:16]=3)[N:8]=2)[N:3]=1.C(N(CC)CC)C.[NH2:41][CH2:42][CH2:43][O:44][CH2:45][CH2:46][O:47][CH2:48][CH2:49][NH:50][C:51](=[O:57])[O:52][C:53]([CH3:56])([CH3:55])[CH3:54].[B-](F)(F)(F)F.CN(C(ON1C(=O)C=CC=C1)=[N+](C)C)C, predict the reaction product. The product is: [NH2:1][C:2]1[N:11]=[C:10]([OH:12])[C:9]2[C:4](=[N:5][CH:6]=[C:7]([CH2:13][NH:14][C:15]3[CH:33]=[CH:32][C:18]([C:19]([NH:21][C@H:22]([C:28]([O:30][CH3:31])=[O:29])[CH2:23][CH2:24][C:25](=[O:26])[NH:41][CH2:42][CH2:43][O:44][CH2:45][CH2:46][O:47][CH2:48][CH2:49][NH:50][C:51](=[O:57])[O:52][C:53]([CH3:55])([CH3:54])[CH3:56])=[O:20])=[CH:17][CH:16]=3)[N:8]=2)[N:3]=1.